Dataset: Full USPTO retrosynthesis dataset with 1.9M reactions from patents (1976-2016). Task: Predict the reactants needed to synthesize the given product. (1) The reactants are: Cl.C(O)C.[CH3:5][N:6]1[C:15]2[C:10](=[CH:11][C:12]([O:16][CH2:17][CH2:18][CH2:19][N:20]([CH2:29][C:30]3[CH:31]=[N:32][CH:33]=[CH:34][CH:35]=3)C(=O)C3C=CC=CC=3)=[CH:13][CH:14]=2)[CH:9]=[CH:8][C:7]1=[O:36]. Given the product [CH3:5][N:6]1[C:15]2[C:10](=[CH:11][C:12]([O:16][CH2:17][CH2:18][CH2:19][NH:20][CH2:29][C:30]3[CH:31]=[N:32][CH:33]=[CH:34][CH:35]=3)=[CH:13][CH:14]=2)[CH:9]=[CH:8][C:7]1=[O:36], predict the reactants needed to synthesize it. (2) Given the product [N:9]1[C:8]2[CH:7]=[CH:6][O:5][C:4]=2[C:1](=[O:3])[NH:2][CH:10]=1, predict the reactants needed to synthesize it. The reactants are: [C:1]([C:4]1[O:5][CH:6]=[CH:7][C:8]=1[NH:9][C:10](=O)OC(C)(C)C)(=[O:3])[NH2:2].FC(F)(F)C(O)=O.CCOCC.